Dataset: Peptide-MHC class II binding affinity with 134,281 pairs from IEDB. Task: Regression. Given a peptide amino acid sequence and an MHC pseudo amino acid sequence, predict their binding affinity value. This is MHC class II binding data. (1) The peptide sequence is GELQIVDKILAAFKI. The MHC is DRB1_0701 with pseudo-sequence DRB1_0701. The binding affinity (normalized) is 0.628. (2) The peptide sequence is TVLLKTALLIVSGIF. The MHC is DRB1_0802 with pseudo-sequence DRB1_0802. The binding affinity (normalized) is 0.560. (3) The binding affinity (normalized) is 0.634. The MHC is DRB1_1501 with pseudo-sequence DRB1_1501. The peptide sequence is GQLQIVDKIDAAFKI. (4) The MHC is DRB3_0202 with pseudo-sequence DRB3_0202. The binding affinity (normalized) is 0.184. The peptide sequence is VAWQVKLLPVPPTVT.